This data is from Experimentally validated miRNA-target interactions with 360,000+ pairs, plus equal number of negative samples. The task is: Binary Classification. Given a miRNA mature sequence and a target amino acid sequence, predict their likelihood of interaction. (1) The miRNA is mmu-miR-26a-5p with sequence UUCAAGUAAUCCAGGAUAGGCU. The protein sequence of the target gene is MSSGESHQEQLSQSDPSPSPNSCSSFELIDMDASSSYEPVSPHWFYCKVLDSKELWIPFNSEDSQQLEDAYGSGKDCNERIVPTDGGRYDVHLGERMRYAVYWDELPSEVRRCTWFYKGDKDNKYVPYSESFSQVLEDTYMLAVTLDEWKKKIESPNREIIVLHNPKLMVHYQPIAGSDEWGSTSTEQGRPRSVKRGVENIPVDIHCGEPLQIDHLVFVVHGIGPACDLRFRSIVQCVNDFRSVSLNLLQTHFKKAQENEQIGRVEFLPVNWHSPLHSTGVDIDLQRITLPSINRLRHFT.... Result: 1 (interaction). (2) The miRNA is hsa-miR-8072 with sequence GGCGGCGGGGAGGUAGGCAG. The protein sequence of the target gene is MSDSVILRSVKKFGEENHAFESDGFHNNDKKSRLQDKKKGEGARVGFFELFRFSSSKDNWLMFMGSVCALLHGMAQPGMIIVFGILTDIFVEYDIERQELSIPEKVCMNNTIVWINSSFNQNMTNGTSCGLVDINSEVIKFSGIYAGVGVAVLILGYFQIRLWVITGARQIRKMRKFYFRRIMRMEIGWFDCTSVGELNSRFSDDINKIDEAIADQMALFLQRLSTALSGLLLGFYRGWKLTLVILAVSPLIGIGAAVIGLSVAKFTELELKAYAKAGSIADEVLSSIRTVAAFGGENKE.... Result: 0 (no interaction). (3) The miRNA is mmu-miR-760-5p with sequence CCCCUCAGGCCACCAGAGCCCGG. The protein sequence of the target gene is MGLELFLDLVSQPSRAVYIFAKKNGIPLELRTVDLVKGQHKSKEFLQINSLGKLPTLKDGDFILTESSAILIYLSCKYQTPDHWYPSDLQARARVHEYLGWHADCIRGTFGIPLWVQVLGPLIGVQVPKEKVERNRTAMDQALQWLEDKFLGDRPFLAGQQVTLADLMALEELMQPVALGYELFEGRPRLAAWRGRVEAFLGAELCQEAHSIILSILEQAAKKTLPTPSPEAYQAMLLRIARIP. Result: 0 (no interaction). (4) Result: 0 (no interaction). The miRNA is mmu-miR-1967 with sequence UGAGGAUCCUGGGGAGAAGAUGC. The protein sequence of the target gene is MDARGGGGRPGDSPGTTPAPGPPPPPPPPAPLQLQPPPAPPPNPTTPSHPESADEPGPRSRLCSRDSSCTPGAAKGGANGECGRGEPQCSPEGPARGPKVSFSCRGAASGPAAAEEAGSEEAGPAGEPRGSQASFLQRQFGALLQPGVNKFSLRMFGSQKAVEREQERVKSAGAWIIHPYSDFRFYWDFTMLLFMVGNLIIIPVGITFFKDETTAPWIVFNVVSDTFFLMDLVLNFRTGIVIEDNTEIILDPEKIKKKYLRTWFVVDFVSSIPVDYIFLIVEKGIDSEVYKTARALRIVR.... (5) The miRNA is hsa-miR-3195 with sequence CGCGCCGGGCCCGGGUU. The protein sequence of the target gene is MVDIIFHYPFLGAMGDHSKKKPGTAMCVGCGSQIHDQFILRVSPDLEWHAACLKCAECSQYLDETCTCFVRDGKTYCKRDYVRLFGIKCAKCQVGFSSSDLVMRARDSVYHIECFRCSVCSRQLLPGDEFSLREHELLCRADHGLLLERAAAGSPRSPGPLPGARGLHLPDAGSGRQPALRPHVHKQTEKTTRVRTVLNEKQLHTLRTCYAANPRPDALMKEQLVEMTGLSPRVIRVWFQNKRCKDKKKSILMKQLQQQQHSDKTSLQGLTGTPLVAGSPIRHENAVQGSAVEVQTYQPP.... Result: 1 (interaction). (6) The miRNA is hsa-miR-4712-5p with sequence UCCAGUACAGGUCUCUCAUUUC. The protein sequence of the target gene is MSSNTMLQKTLLILISFSVVTWMIFIISQNFTKLWSALNLSISVHYWNNSAKSLFPKTSLIPLKPLTETELRIKEIIEKLDQQIPPRPFTHVNTTTSATHSTATILNPRDTYCRGDQLDILLEVRDHLGQRKQYGGDFLRARMSSPALTAGASGKVMDFNNGTYLVSFTLFWEGQVSLSLLLIHPSEGASALWRARNQGYDKIIFKGKFVNGTSHVFTECGLTLNSNAELCEYLDDRDQEAFYCMKPQHMPCEALTYMTTRNREVSYLTDKENSLFHRSKVGVEMMKDRKHIDVTNCNKR.... Result: 0 (no interaction). (7) The miRNA is hsa-miR-1251-3p with sequence CGCUUUGCUCAGCCAGUGUAG. The protein sequence of the target gene is MLSFFRRTLGRRSMRKHAEKERLREAQRAATHIPAAGDSKSIITCRVSLLDGTDVSVDLPKKAKGQELFDQIMYHLDLIESDYFGLRFMDSAQVAHWLDGTKSIKKQVKIGSPYCLHLRVKFYSSEPNNLREELTRYLFVLQLKQDILSGKLDCPFDTAVQLAAYNLQAELGDYDLAEHSPELVSEFRFVPIQTEEMELAIFEKWKEYRGQTPAQAETNYLNKAKWLEMYGVDMHVVKARDGNDYSLGLTPTGVLVFEGDTKIGLFFWPKITRLDFKKNKLTLVVVEDDDQGKEQEHTFV.... Result: 0 (no interaction). (8) The protein sequence of the target gene is MATVPELNCEMPPFDSDENDLFFEVDGPQKMKGCFQTFDLGCPDESIQLQISQQHINKSFRQAVSLIVAVEKLWQLPVSFPWTFQDEDMSTFFSFIFEEEPILCDSWDDDDNLLVCDVPIRQLHYRLRDEQQKSLVLSDPYELKALHLNGQNINQQVIFSMSFVQGEPSNDKIPVALGLKGKNLYLSCVMKDGTPTLQLESVDPKQYPKKKMEKRFVFNKIEVKSKVEFESAEFPNWYISTSQAEHKPVFLGNNSGQDIIDFTMESVSS. Result: 0 (no interaction). The miRNA is mmu-miR-3099-3p with sequence UAGGCUAGAGAGAGGUUGGGGA. (9) The miRNA is hsa-miR-6748-5p with sequence UGUGGGUGGGAAGGACUGGAUU. The protein sequence of the target gene is MQAPGRGPLGLRLMMPGRRGALREPGGCGSCLGVALALLLLLLPACCPVRAQNDTEPIVLEGKCLVVCDSSPSADGAVTSSLGISVRSGSAKVAFSATRSTNHEPSEMSNRTMTIYFDQVLVNIGNHFDLASSIFVAPRKGIYSFSFHVVKVYNRQTIQVSLMQNGYPVISAFAGDQDVTREAASNGVLLLMEREDKVHLKLERGNLMGGWKYSTFSGFLVFPL. Result: 0 (no interaction).